Dataset: Catalyst prediction with 721,799 reactions and 888 catalyst types from USPTO. Task: Predict which catalyst facilitates the given reaction. (1) Reactant: I[CH2:2][C:3]1([C:8]2[CH:9]=[C:10]([CH:13]=[CH:14][CH:15]=2)[C:11]#[N:12])[CH2:7][CH2:6][CH2:5][O:4]1.C(N(C(C)C)CC)(C)C. Product: [CH3:2][C:3]1([C:8]2[CH:9]=[C:10]([CH:13]=[CH:14][CH:15]=2)[C:11]#[N:12])[CH2:7][CH2:6][CH2:5][O:4]1. The catalyst class is: 153. (2) Reactant: [CH2:1]([NH:3][C:4]([C:6]1[CH:11]=[CH:10][C:9]([N:12]2[C:16]([CH2:17][CH:18]([CH3:20])[CH3:19])=[C:15]([C:21]([OH:23])=O)[N:14]=[N:13]2)=[CH:8][CH:7]=1)=[O:5])[CH3:2].C1C=C[C:27]2N(O)N=[N:30][C:28]=2[CH:29]=1.C1(N)CC1.CCN=C=NCCCN(C)C. Product: [CH:28]1([NH:30][C:21]([C:15]2[N:14]=[N:13][N:12]([C:9]3[CH:8]=[CH:7][C:6]([C:4]([NH:3][CH2:1][CH3:2])=[O:5])=[CH:11][CH:10]=3)[C:16]=2[CH2:17][CH:18]([CH3:20])[CH3:19])=[O:23])[CH2:29][CH2:27]1. The catalyst class is: 444. (3) Reactant: [F:1][C:2]1[C:3]([C:8]2[CH2:9][CH2:10][N:11]([C:14]([C:16]3[N:17]=[C:18]4[C:23]([C:24]([F:27])([F:26])[F:25])=[CH:22][C:21]([C:28]5[CH:32]=[CH:31][O:30][CH:29]=5)=[CH:20][N:19]4[C:33]=3[CH2:34][OH:35])=[O:15])[CH2:12][CH:13]=2)=[N:4][CH:5]=[CH:6][CH:7]=1.[CH3:36][Mg]Br. Product: [F:1][C:2]1[C:3]([C:8]2[CH2:13][CH2:12][N:11]([C:14]([C:16]3[N:17]=[C:18]4[C:23]([C:24]([F:27])([F:25])[F:26])=[CH:22][C:21]([C:28]5[CH:32]=[CH:31][O:30][CH:29]=5)=[CH:20][N:19]4[C:33]=3[CH:34]([OH:35])[CH3:36])=[O:15])[CH2:10][CH:9]=2)=[N:4][CH:5]=[CH:6][CH:7]=1. The catalyst class is: 1. (4) Reactant: [O:1]1[CH2:3][CH:2]1[CH2:4][O:5][C:6]1[CH:21]=[CH:20][CH:19]=[CH:18][C:7]=1[C:8]([NH:10][C:11]1[CH:16]=[CH:15][C:14]([CH3:17])=[CH:13][CH:12]=1)=[O:9].[C:22]12([CH2:32][NH2:33])[CH2:31][CH:26]3[CH2:27][CH:28]([CH2:30][CH:24]([CH2:25]3)[CH2:23]1)[CH2:29]2. The catalyst class is: 14. Product: [C:22]12([CH2:32][NH:33][CH2:3][CH:2]([OH:1])[CH2:4][O:5][C:6]3[CH:21]=[CH:20][CH:19]=[CH:18][C:7]=3[C:8]([NH:10][C:11]3[CH:16]=[CH:15][C:14]([CH3:17])=[CH:13][CH:12]=3)=[O:9])[CH2:29][CH:28]3[CH2:27][CH:26]([CH2:25][CH:24]([CH2:30]3)[CH2:23]1)[CH2:31]2. (5) Reactant: [F:1][C:2]1[CH:3]=[CH:4][C:5]([C:9]2[C:10](=[O:35])[NH:11][C:12](=[O:34])[N:13]([CH2:15][CH2:16][CH2:17][N:18]3[CH2:23][C@H:22]4[C@:20]([C:24]5[CH:29]=[CH:28][C:27]([C:30]([F:33])([F:32])[F:31])=[CH:26][CH:25]=5)([CH2:21]4)[CH2:19]3)[CH:14]=2)=[N:6][C:7]=1[CH3:8].[ClH:36]. Product: [ClH:36].[ClH:36].[F:1][C:2]1[CH:3]=[CH:4][C:5]([C:9]2[C:10](=[O:35])[NH:11][C:12](=[O:34])[N:13]([CH2:15][CH2:16][CH2:17][N:18]3[CH2:23][C@H:22]4[C@:20]([C:24]5[CH:25]=[CH:26][C:27]([C:30]([F:32])([F:33])[F:31])=[CH:28][CH:29]=5)([CH2:21]4)[CH2:19]3)[CH:14]=2)=[N:6][C:7]=1[CH3:8]. The catalyst class is: 12. (6) Reactant: Cl[C:2]1[S:3][C:4]2[CH:10]=[CH:9][CH:8]=[CH:7][C:5]=2[N:6]=1.[C@H:11]12[CH2:17][C@H:14]([NH:15][CH2:16]1)[CH2:13][N:12]2[C:18]([O:20][C:21]([CH3:24])([CH3:23])[CH3:22])=[O:19].[OH-].[Na+]. Product: [S:3]1[C:4]2[CH:10]=[CH:9][CH:8]=[CH:7][C:5]=2[N:6]=[C:2]1[N:15]1[CH2:16][C@@H:11]2[CH2:17][C@H:14]1[CH2:13][N:12]2[C:18]([O:20][C:21]([CH3:24])([CH3:23])[CH3:22])=[O:19]. The catalyst class is: 12. (7) Reactant: C(OC([N:8]([C:13]1[CH:51]=[CH:50][C:16]([C:17]([S:19][CH2:20][C:21]([O:23][C@H:24]([C:35]2[CH:40]=[CH:39][C:38]([O:41][CH:42]([F:44])[F:43])=[C:37]([O:45][CH2:46][CH:47]3[CH2:49][CH2:48]3)[CH:36]=2)[CH2:25][C:26]2[C:31]([Cl:32])=[CH:30][N+:29]([O-:33])=[CH:28][C:27]=2[Cl:34])=[O:22])=[O:18])=[CH:15][C:14]=1[O:52][CH2:53][CH:54]1[CH2:56][CH2:55]1)[S:9]([CH3:12])(=[O:11])=[O:10])=O)(C)(C)C.O1CCOCC1. Product: [Cl:34][C:27]1[CH:28]=[N+:29]([O-:33])[CH:30]=[C:31]([Cl:32])[C:26]=1[CH2:25][C@@H:24]([C:35]1[CH:40]=[CH:39][C:38]([O:41][CH:42]([F:43])[F:44])=[C:37]([O:45][CH2:46][CH:47]2[CH2:49][CH2:48]2)[CH:36]=1)[O:23][C:21](=[O:22])[CH2:20][S:19][C:17](=[O:18])[C:16]1[CH:50]=[CH:51][C:13]([NH:8][S:9]([CH3:12])(=[O:11])=[O:10])=[C:14]([O:52][CH2:53][CH:54]2[CH2:55][CH2:56]2)[CH:15]=1. The catalyst class is: 473. (8) Reactant: [NH2:1][C@H:2]1[CH2:6][N:5]([CH2:7][C:8]2[CH:13]=[CH:12][CH:11]=[CH:10][CH:9]=2)[CH2:4][C@@H:3]1[N:14]1[CH2:19][C:18]([F:21])([F:20])[CH2:17][CH2:16][C:15]1=[O:22].[C:23]([O:27][C:28](O[C:28]([O:27][C:23]([CH3:26])([CH3:25])[CH3:24])=[O:29])=[O:29])([CH3:26])([CH3:25])[CH3:24]. Product: [CH2:7]([N:5]1[CH2:4][C@H:3]([N:14]2[CH2:19][C:18]([F:21])([F:20])[CH2:17][CH2:16][C:15]2=[O:22])[C@@H:2]([NH:1][C:28](=[O:29])[O:27][C:23]([CH3:26])([CH3:25])[CH3:24])[CH2:6]1)[C:8]1[CH:9]=[CH:10][CH:11]=[CH:12][CH:13]=1. The catalyst class is: 4. (9) Reactant: Cl[C:2]1[C:7]([N+:8]([O-:10])=[O:9])=[C:6]([NH:11][CH2:12][CH2:13][CH2:14][CH2:15][CH2:16][OH:17])[C:5]([CH3:18])=[C:4]([CH3:19])[N:3]=1.O.O.O.O.O.O.O.[Cl-].[Ce+3].[Cl-].[Cl-].[N-:31]=[N+:32]=[N-:33].[Na+].C(#N)C. Product: [CH3:19][C:4]1[N:3]2[N:31]=[N:32][N:33]=[C:2]2[C:7]([N+:8]([O-:10])=[O:9])=[C:6]([NH:11][CH2:12][CH2:13][CH2:14][CH2:15][CH2:16][OH:17])[C:5]=1[CH3:18]. The catalyst class is: 6.